Dataset: Catalyst prediction with 721,799 reactions and 888 catalyst types from USPTO. Task: Predict which catalyst facilitates the given reaction. (1) Reactant: [CH3:1][C:2]1([CH3:20])[C:7]2[CH:8]=[C:9](/[C:12](/[CH3:18])=[CH:13]/[C:14]([O:16]C)=[O:15])[CH:10]=[CH:11][C:6]=2[NH:5][C:4](=[O:19])[O:3]1.[OH-].[Na+].CO.Cl. Product: [CH3:1][C:2]1([CH3:20])[C:7]2[CH:8]=[C:9](/[C:12](/[CH3:18])=[CH:13]/[C:14]([OH:16])=[O:15])[CH:10]=[CH:11][C:6]=2[NH:5][C:4](=[O:19])[O:3]1. The catalyst class is: 132. (2) Reactant: [CH:1]([S:4]([C:7]1[CH:14]=[CH:13][CH:12]=[CH:11][C:8]=1[C:9]#[N:10])(=[O:6])=[O:5])([CH3:3])[CH3:2].[ClH:15]. Product: [ClH:15].[CH:1]([S:4]([C:7]1[CH:14]=[CH:13][CH:12]=[CH:11][C:8]=1[CH2:9][NH2:10])(=[O:6])=[O:5])([CH3:3])[CH3:2]. The catalyst class is: 19. (3) The catalyst class is: 81. Reactant: P(Cl)(Cl)(Cl)=O.[CH3:6][O:7][C:8]1[CH:9]=[C:10]([CH2:14][CH2:15][NH:16][CH:17]=O)[CH:11]=[CH:12][CH:13]=1. Product: [CH3:6][O:7][C:8]1[CH:9]=[C:10]2[C:11](=[CH:12][CH:13]=1)[CH:17]=[N:16][CH2:15][CH2:14]2. (4) Reactant: Cl.[CH3:2][NH:3][OH:4].C(=O)([O-])[O-].[K+].[K+].[F:11][C:12]([F:32])([F:31])[C:13]1[CH:14]=[C:15]([C:19]2[S:23][C:22]3[CH2:24][CH2:25][CH2:26]/[C:27](=[N:28]\[C:29]#[N:30])/[C:21]=3[CH:20]=2)[CH:16]=[CH:17][CH:18]=1. Product: [CH3:2][N:3]1[C:29]([NH2:30])=[N:28][C:27]2([C:21]3[CH:20]=[C:19]([C:15]4[CH:16]=[CH:17][CH:18]=[C:13]([C:12]([F:11])([F:31])[F:32])[CH:14]=4)[S:23][C:22]=3[CH2:24][CH2:25][CH2:26]2)[O:4]1. The catalyst class is: 5. (5) Reactant: O[C@@H:2]1[CH2:8][CH2:7][CH2:6][N:5]([C:9]([O:11][C:12]([CH3:15])([CH3:14])[CH3:13])=[O:10])[C:4]2[CH:16]=[C:17]([C:21]([F:24])([F:23])[F:22])[C:18]([CH3:20])=[CH:19][C:3]1=2.C1(P([N:39]=[N+:40]=[N-:41])(C2C=CC=CC=2)=O)C=CC=CC=1.C1CCN2C(=NCCC2)CC1. Product: [N:39]([C@H:2]1[CH2:8][CH2:7][CH2:6][N:5]([C:9]([O:11][C:12]([CH3:15])([CH3:14])[CH3:13])=[O:10])[C:4]2[CH:16]=[C:17]([C:21]([F:24])([F:23])[F:22])[C:18]([CH3:20])=[CH:19][C:3]1=2)=[N+:40]=[N-:41]. The catalyst class is: 11. (6) Reactant: [F:1][CH:2]([C:6]1[O:10][N:9]=[C:8]([C:11]([OH:13])=O)[CH:7]=1)[CH2:3][CH2:4][CH3:5].Cl.[O:15]1[CH2:19][CH2:18][CH:17]([CH2:20][NH2:21])[CH2:16]1.C(N(CC)CC)C.ON1C2C=CC=CC=2N=N1.Cl.C(N=C=NCCCN(C)C)C. Product: [O:15]1[CH2:19][CH2:18][CH:17]([CH2:20][NH:21][C:11]([C:8]2[CH:7]=[C:6]([CH:2]([F:1])[CH2:3][CH2:4][CH3:5])[O:10][N:9]=2)=[O:13])[CH2:16]1. The catalyst class is: 22. (7) Reactant: N(C(C)C)C(C)C.[Li]CCCC.[Br:13][C:14]1[CH:19]=[CH:18][CH:17]=[C:16]([Br:20])[CH:15]=1.CN(C)[CH:23]=[O:24].OS(O)(=O)=O. Product: [Br:13][C:14]1[CH:19]=[CH:18][CH:17]=[C:16]([Br:20])[C:15]=1[CH:23]=[O:24]. The catalyst class is: 1. (8) Reactant: [CH2:1]1[CH2:12][C:11]2[C:6](=[CH:7][CH:8]=[CH:9][CH:10]=2)[C:4](=[O:5])[CH2:3][CH2:2]1.B(F)(F)F.[CH3:17][CH2:18]OCC.CC[OH:24]. Product: [CH:6]1([C:4]([O:5][CH2:17][CH3:18])=[O:24])[C:11]2[C:10](=[CH:3][CH:2]=[CH:1][CH:12]=2)[CH2:9][CH2:8][CH2:7]1. The catalyst class is: 48. (9) Reactant: [F:1][C:2]1[CH:17]=[CH:16][C:5]([CH2:6][N:7]2[C:15]3[C:10](=[CH:11][CH:12]=[CH:13][CH:14]=3)[CH:9]=[CH:8]2)=[CH:4][CH:3]=1.[C:18](Cl)(=[O:22])[C:19](Cl)=[O:20].[NH2:24][C:25]1[CH:30]=[CH:29][N:28]=[CH:27][CH:26]=1. Product: [N:28]1[CH:29]=[CH:30][C:25]([NH:24][C:18](=[O:22])[C:19]([C:9]2[C:10]3[C:15](=[CH:14][CH:13]=[CH:12][CH:11]=3)[N:7]([CH2:6][C:5]3[CH:4]=[CH:3][C:2]([F:1])=[CH:17][CH:16]=3)[CH:8]=2)=[O:20])=[CH:26][CH:27]=1. The catalyst class is: 332.